From a dataset of Acute oral toxicity (LD50) regression data from Zhu et al.. Regression/Classification. Given a drug SMILES string, predict its toxicity properties. Task type varies by dataset: regression for continuous values (e.g., LD50, hERG inhibition percentage) or binary classification for toxic/non-toxic outcomes (e.g., AMES mutagenicity, cardiotoxicity, hepatotoxicity). Dataset: ld50_zhu. (1) The molecule is C=CCn1c(=O)[nH]c(=O)n(CC=C)c1=O. The rat oral LD50 is 2.35, given as -log10 of the dose in mol/kg body weight (higher means more acutely toxic). (2) The compound is O=[N+]([O-])c1c(Cl)c([N+](=O)[O-])c2[nH]c(C(F)(F)F)nc2c1Cl. The rat oral LD50 is 3.47, given as -log10 of the dose in mol/kg body weight (higher means more acutely toxic). (3) The molecule is OCCOCc1ccccc1. The rat oral LD50 is 2.11, given as -log10 of the dose in mol/kg body weight (higher means more acutely toxic). (4) The rat oral LD50 is 2.70, given as -log10 of the dose in mol/kg body weight (higher means more acutely toxic). The molecule is CN(C)c1ccc(C(O)(c2ccc(N(C)C)cc2)c2ccc(N(C)C)cc2)cc1. (5) The compound is CCN1CCN(c2cc3c(cc2F)c(=O)c(C(=O)O)cn3C2CC2)CC1. The rat oral LD50 is 1.86, given as -log10 of the dose in mol/kg body weight (higher means more acutely toxic).